From a dataset of Peptide-MHC class II binding affinity with 134,281 pairs from IEDB. Regression. Given a peptide amino acid sequence and an MHC pseudo amino acid sequence, predict their binding affinity value. This is MHC class II binding data. (1) The peptide sequence is INEPTAVAIAYGLDR. The MHC is HLA-DQA10102-DQB10602 with pseudo-sequence HLA-DQA10102-DQB10602. The binding affinity (normalized) is 0.759. (2) The peptide sequence is SQIPISINYRTEIDK. The MHC is HLA-DQA10102-DQB10602 with pseudo-sequence HLA-DQA10102-DQB10602. The binding affinity (normalized) is 0.249. (3) The peptide sequence is IVALIIAIVVWTIV. The MHC is DRB1_0301 with pseudo-sequence DRB1_0301. The binding affinity (normalized) is 0. (4) The peptide sequence is EHKYFAATQFEPLAA. The MHC is HLA-DQA10401-DQB10402 with pseudo-sequence HLA-DQA10401-DQB10402. The binding affinity (normalized) is 0.362.